From a dataset of Reaction yield outcomes from USPTO patents with 853,638 reactions. Predict the reaction yield, written as a fraction of the theoretical maximum amount of product (1.0 means a 100% yield; for example, 0.34 means a 34% yield). (1) The reactants are O=S(Cl)Cl.[NH2:5][C@@H:6]([CH2:11][CH3:12])[CH2:7][C:8]([OH:10])=[O:9].[CH3:13]O. No catalyst specified. The product is [NH2:5][C@@H:6]([CH2:11][CH3:12])[CH2:7][C:8]([O:10][CH3:13])=[O:9]. The yield is 0.980. (2) The reactants are [O:1]=[C:2]1[C:11]2[C:6](=[CH:7][CH:8]=[C:9]([C:12]3([C:15]([O:17]C)=[O:16])[CH2:14][CH2:13]3)[CH:10]=2)[O:5][CH2:4][CH2:3]1.O[Li].[OH2:21].[CH3:22]O. The catalyst is O. The yield is 0.440. The product is [OH:1][C:2]1([O:21][CH3:22])[C:11]2[C:6](=[CH:7][CH:8]=[C:9]([C:12]3([C:15]([OH:17])=[O:16])[CH2:13][CH2:14]3)[CH:10]=2)[O:5][CH2:4][CH2:3]1. (3) The reactants are [F:1][C:2]1[CH:7]=[CH:6][C:5]([CH2:8][CH2:9][CH2:10][CH2:11][C:12]([OH:14])=O)=[CH:4][CH:3]=1.[NH2:15][C@@H:16]1[C@H:20]2[O:21][CH2:22][C@H:23]([NH:24][C:25]([CH:27]3[CH2:29][CH2:28]3)=[O:26])[C@H:19]2[O:18][CH2:17]1. No catalyst specified. The product is [F:1][C:2]1[CH:3]=[CH:4][C:5]([CH2:8][CH2:9][CH2:10][CH2:11][C:12]([NH:15][C@@H:16]2[C@H:20]3[O:21][CH2:22][C@H:23]([NH:24][C:25]([CH:27]4[CH2:28][CH2:29]4)=[O:26])[C@H:19]3[O:18][CH2:17]2)=[O:14])=[CH:6][CH:7]=1. The yield is 0.380. (4) The reactants are Cl.[NH2:2][C@H:3]1[CH2:8][CH2:7][C@H:6]([OH:9])[CH2:5][CH2:4]1.C(N(CC)CC)C.[C:17](O[C:17]([O:19][C:20]([CH3:23])([CH3:22])[CH3:21])=[O:18])([O:19][C:20]([CH3:23])([CH3:22])[CH3:21])=[O:18].C(OCC)(=O)C. The catalyst is O1CCCC1. The product is [C:20]([O:19][C:17](=[O:18])[NH:2][CH:3]1[CH2:8][CH2:7][CH:6]([OH:9])[CH2:5][CH2:4]1)([CH3:23])([CH3:22])[CH3:21]. The yield is 0.970. (5) The reactants are [CH3:1]I.[CH2:3]([O:5][C:6](=[O:22])[C:7](=[C:13]([SH:21])[NH:14][C:15]1[CH:20]=[CH:19][CH:18]=[CH:17][CH:16]=1)[C:8]([O:10][CH2:11][CH3:12])=[O:9])[CH3:4].[Na]. The catalyst is CN(C=O)C. The product is [CH2:11]([O:10][C:8](=[O:9])[C:7](=[C:13]([S:21][CH3:1])[NH:14][C:15]1[CH:16]=[CH:17][CH:18]=[CH:19][CH:20]=1)[C:6]([O:5][CH2:3][CH3:4])=[O:22])[CH3:12]. The yield is 0.840. (6) The reactants are [OH-].[Na+].[CH2:3]([N:5]1[CH2:11][CH2:10][CH2:9][N:8]([C:12]2[N:17]=[C:16]([CH3:18])[C:15]([CH:19]([CH2:24][CH2:25][CH3:26])[C:20]([O:22]C)=[O:21])=[C:14]([C:27]3[CH:32]=[CH:31][C:30]([CH3:33])=[CH:29][CH:28]=3)[N:13]=2)[CH2:7][CH2:6]1)[CH3:4]. The catalyst is CO. The yield is 0.600. The product is [CH2:3]([N:5]1[CH2:11][CH2:10][CH2:9][N:8]([C:12]2[N:17]=[C:16]([CH3:18])[C:15]([CH:19]([CH2:24][CH2:25][CH3:26])[C:20]([OH:22])=[O:21])=[C:14]([C:27]3[CH:28]=[CH:29][C:30]([CH3:33])=[CH:31][CH:32]=3)[N:13]=2)[CH2:7][CH2:6]1)[CH3:4].